Dataset: hERG Central: cardiac toxicity at 1µM, 10µM, and general inhibition. Task: Predict hERG channel inhibition at various concentrations. (1) The molecule is COC(=O)c1ccc(CN2CCC(CO)(Cc3cccc(OC)c3)CC2)cc1. Results: hERG_inhib (hERG inhibition (general)): blocker. (2) The molecule is Cc1cc(Cl)ccc1OCC(=O)N1CCCN(C(=O)COc2ccc(Cl)cc2C)CC1. Results: hERG_inhib (hERG inhibition (general)): blocker. (3) The drug is CC(C)CCC(CCNCc1ccccn1)c1ccc2c(c1)OCO2.Cl. Results: hERG_inhib (hERG inhibition (general)): blocker. (4) The compound is CCc1ccc(NC(=O)CC2C(=O)N(c3ccc(C)cc3)C(=O)N2CCc2ccncc2)cc1. Results: hERG_inhib (hERG inhibition (general)): blocker.